This data is from Full USPTO retrosynthesis dataset with 1.9M reactions from patents (1976-2016). The task is: Predict the reactants needed to synthesize the given product. (1) Given the product [C:13]1([CH3:23])[CH:18]=[CH:17][C:16]([S:19]([O:12][CH2:7][CH2:8][CH:9]([CH3:10])[OH:11])(=[O:21])=[O:20])=[CH:15][CH:14]=1, predict the reactants needed to synthesize it. The reactants are: N1C=CC=CC=1.[CH2:7]([OH:12])[CH2:8][CH:9]([OH:11])[CH3:10].[C:13]1([CH3:23])[CH:18]=[CH:17][C:16]([S:19](Cl)(=[O:21])=[O:20])=[CH:15][CH:14]=1.O. (2) The reactants are: [CH3:1][CH:2]1[CH2:7][CH2:6][N:5]([CH:8]2[CH2:13][CH2:12][NH:11][CH2:10][CH2:9]2)[CH2:4][CH2:3]1.[C:14]([NH:17][C:18]1[C:27]2[C:22](=[CH:23][CH:24]=[CH:25][CH:26]=2)[C:21]([S:28](Cl)(=[O:30])=[O:29])=[CH:20][CH:19]=1)(=[O:16])[CH3:15]. Given the product [CH3:1][CH:2]1[CH2:7][CH2:6][N:5]([CH:8]2[CH2:13][CH2:12][N:11]([S:28]([C:21]3[C:22]4[C:27](=[CH:26][CH:25]=[CH:24][CH:23]=4)[C:18]([NH:17][C:14](=[O:16])[CH3:15])=[CH:19][CH:20]=3)(=[O:30])=[O:29])[CH2:10][CH2:9]2)[CH2:4][CH2:3]1, predict the reactants needed to synthesize it. (3) Given the product [C:1]([O:5][C:6]([N:8]1[CH2:13][CH2:12][CH2:11][CH:10]([NH:14][CH2:23][C:22]2[CH:25]=[CH:26][CH:27]=[C:20]([O:19][C:18]3[CH:28]=[CH:29][CH:30]=[CH:31][C:17]=3[O:16][CH3:15])[CH:21]=2)[CH2:9]1)=[O:7])([CH3:4])([CH3:2])[CH3:3], predict the reactants needed to synthesize it. The reactants are: [C:1]([O:5][C:6]([N:8]1[CH2:13][CH2:12][CH2:11][CH:10]([NH2:14])[CH2:9]1)=[O:7])([CH3:4])([CH3:3])[CH3:2].[CH3:15][O:16][C:17]1[CH:31]=[CH:30][CH:29]=[CH:28][C:18]=1[O:19][C:20]1[CH:21]=[C:22]([CH:25]=[CH:26][CH:27]=1)[CH:23]=O.N1C=CC=CC=1.[BH4-].[Na+].